From a dataset of Forward reaction prediction with 1.9M reactions from USPTO patents (1976-2016). Predict the product of the given reaction. (1) Given the reactants C[Si](C)(C)CCOC[N:7]1[C:11]2[N:12]=[CH:13][N:14]=[C:15]([C:16]3[CH:17]=[N:18][N:19]([C:21]4([CH2:31][C:32]#[N:33])[CH2:24][C:23]([CH2:28][C:29]#[N:30])([CH2:25][C:26]#[N:27])[CH2:22]4)[CH:20]=3)[C:10]=2[CH:9]=[CH:8]1.FC(F)(F)C(O)=O.C(N)CN, predict the reaction product. The product is: [N:12]1[C:11]2[NH:7][CH:8]=[CH:9][C:10]=2[C:15]([C:16]2[CH:17]=[N:18][N:19]([C:21]3([CH2:31][C:32]#[N:33])[CH2:22][C:23]([CH2:25][C:26]#[N:27])([CH2:28][C:29]#[N:30])[CH2:24]3)[CH:20]=2)=[N:14][CH:13]=1. (2) Given the reactants [Br:1][C:2]1[CH:7]=[C:6]([F:8])[CH:5]=[CH:4][C:3]=1[S:9]([NH:12][C:13]1[C:22]([C:23]([O:25][CH3:26])=[O:24])=[C:21]2[C:16]([C@H:17]3[CH2:27][C@H:18]3[CH2:19][O:20]2)=[CH:15][CH:14]=1)(=[O:11])=[O:10].[H-].[Na+].Cl[C:31]([O:33][CH3:34])=[O:32].C(=O)(O)[O-].[Na+], predict the reaction product. The product is: [Br:1][C:2]1[CH:7]=[C:6]([F:8])[CH:5]=[CH:4][C:3]=1[S:9]([N:12]([C:13]1[C:22]([C:23]([O:25][CH3:26])=[O:24])=[C:21]2[C:16]([C@H:17]3[CH2:27][C@H:18]3[CH2:19][O:20]2)=[CH:15][CH:14]=1)[C:31]([O:33][CH3:34])=[O:32])(=[O:10])=[O:11]. (3) The product is: [C:27]1([N:1]2[C:9]3[C:4](=[CH:5][CH:6]=[CH:7][CH:8]=3)[C:3]([CH2:16][CH2:11][NH2:12])=[CH:2]2)[CH:28]=[CH:29][CH:30]=[CH:31][CH:32]=1. Given the reactants [NH:1]1[C:9]2[C:4](=[CH:5][CH:6]=[CH:7][CH:8]=2)[CH:3]=[CH:2]1.Cl[C:11]1[CH:16]=CC=C[N:12]=1.[O-]P([O-])([O-])=O.[K+].[K+].[K+].CN[C@@H:27]1[CH2:32][CH2:31][CH2:30][CH2:29][C@H:28]1NC, predict the reaction product. (4) Given the reactants Cl[CH2:2][CH2:3][O:4][C:5]1[C:13]2[C:8](=[N:9][CH:10]=[N:11][C:12]=2[NH:14][C:15]2[CH:20]=[CH:19][C:18]([O:21][C:22]3[CH:23]=[N:24][C:25]([CH3:28])=[CH:26][CH:27]=3)=[C:17]([Cl:29])[CH:16]=2)[NH:7][N:6]=1.[CH3:30][O:31][CH2:32][CH2:33][NH:34][CH3:35], predict the reaction product. The product is: [Cl:29][C:17]1[CH:16]=[C:15]([NH:14][C:12]2[N:11]=[CH:10][N:9]=[C:8]3[NH:7][N:6]=[C:5]([O:4][CH2:3][CH2:2][N:34]([CH2:33][CH2:32][O:31][CH3:30])[CH3:35])[C:13]=23)[CH:20]=[CH:19][C:18]=1[O:21][C:22]1[CH:23]=[N:24][C:25]([CH3:28])=[CH:26][CH:27]=1. (5) Given the reactants [OH:1][C:2]1([CH2:8][CH2:9][NH:10][C:11](=O)OC(C)(C)C)[CH2:7][CH2:6][NH:5][CH2:4][CH2:3]1.N1(CCNC(=O)OC(C)(C)C)CCNCC1.Br[C:35]1[C:44]2[C:39](=[CH:40][CH:41]=[C:42]([O:45][CH3:46])[CH:43]=2)[N:38]=[CH:37][C:36]=1[F:47].BrC1C(F)=CN=C2C=1N=C(OC)C=C2.[O:62]=[C:63]1[CH2:68][O:67][C:66]2[CH:69]=[CH:70][C:71](C=O)=[N:72][C:65]=2[NH:64]1.O=C1CSC2C=CC(C=O)=NC=2N1, predict the reaction product. The product is: [F:47][C:36]1[CH:37]=[N:38][C:39]2[C:44]([C:35]=1[N:5]1[CH2:4][CH2:3][C:2]([CH2:8][CH2:9][NH:10][CH2:11][C:71]3[CH:70]=[CH:69][C:66]4[O:67][CH2:68][C:63](=[O:62])[NH:64][C:65]=4[N:72]=3)([OH:1])[CH2:7][CH2:6]1)=[CH:43][C:42]([O:45][CH3:46])=[CH:41][CH:40]=2. (6) Given the reactants CC1CCC(C(OCC)=O)C(=O)C1.[C:14]([O:17][C@H:18]1[CH2:23][C@H:22]([CH3:24])[CH2:21][CH2:20][C@H:19]1[C:25]([OH:27])=[O:26])(=[O:16])[CH3:15].NC1SC(C2C=CC=CC=2)=CC=1C(OC)=O, predict the reaction product. The product is: [C:14]([O:17][CH:18]1[CH2:23][CH:22]([CH3:24])[CH2:21][CH2:20][CH:19]1[C:25]([OH:27])=[O:26])(=[O:16])[CH3:15]. (7) Given the reactants Br[C:2]1[CH:7]=[CH:6][C:5]([CH:8]([CH3:17])[CH2:9][NH:10][S:11]([CH:14]([CH3:16])[CH3:15])(=[O:13])=[O:12])=[CH:4][CH:3]=1.[CH:18]1([Mg]Cl)[CH2:23][CH2:22][CH2:21][CH2:20][CH2:19]1, predict the reaction product. The product is: [CH:18]1([C:2]2[CH:7]=[CH:6][C:5]([CH:8]([CH3:17])[CH2:9][NH:10][S:11]([CH:14]([CH3:16])[CH3:15])(=[O:13])=[O:12])=[CH:4][CH:3]=2)[CH2:23][CH2:22][CH2:21][CH2:20][CH2:19]1.